The task is: Predict the reaction yield, written as a fraction of the theoretical maximum amount of product (1.0 means a 100% yield; for example, 0.34 means a 34% yield).. This data is from Reaction yield outcomes from USPTO patents with 853,638 reactions. The reactants are [CH3:1][CH:2]1[C:7]([CH3:9])([OH:8])[CH:6]([OH:10])[CH2:5][CH:4]([C:11]2[CH:16]=[CH:15][N:14]=[CH:13][C:12]=2[N+:17]([O-:19])=[O:18])[O:3]1.N1C=CN=C1.[C:25]([Si:29](Cl)([CH3:31])[CH3:30])([CH3:28])([CH3:27])[CH3:26].O. The catalyst is CN(C=O)C. The product is [Si:29]([O:10][CH:6]1[CH2:5][CH:4]([C:11]2[CH:16]=[CH:15][N:14]=[CH:13][C:12]=2[N+:17]([O-:19])=[O:18])[O:3][CH:2]([CH3:1])[C:7]1([CH3:9])[OH:8])([C:25]([CH3:28])([CH3:27])[CH3:26])([CH3:31])[CH3:30]. The yield is 0.860.